From a dataset of Drug-target binding data from BindingDB patent sources. Regression. Given a target protein amino acid sequence and a drug SMILES string, predict the binding affinity score between them. We predict pAffinity (pAffinity = -log10(affinity in M)). Dataset: bindingdb_patent. (1) The small molecule is C[C@@]1(O)C2CC3CC1CC(C3)(C2)C(O)CC1c2ccccc2-c2cncn12. The target protein (P48775) has sequence MSGCPFLGNNFGYTFKKLPVEGSEEDKSQTGVNRASKGGLIYGNYLHLEKVLNAQELQSETKGNKIHDEHLFIITHQAYELWFKQILWELDSVREIFQNGHVRDERNMLKVVSRMHRVSVILKLLVQQFSILETMTALDFNDFREYLSPASGFQSLQFRLLENKIGVLQNMRVPYNRRHYRDNFKGEENELLLKSEQEKTLLELVEAWLERTPGLEPHGFNFWGKLEKNITRGLEEEFIRIQAKEESEEKEEQVAEFQKQKEVLLSLFDEKRHEHLLSKGERRLSYRALQGALMIYFYREEPRFQVPFQLLTSLMDIDSLMTKWRYNHVCMVHRMLGSKAGTGGSSGYHYLRSTVSDRYKVFVDLFNLSTYLIPRHWIPKMNPTIHKFLYTAEYCDSSYFSSDESD. The pAffinity is 6.5. (2) The small molecule is C[C@H](NC(=O)c1ccc2n(Cc3ccc(cc3)-c3ccccc3C(O)=O)c(C)c(C)c2c1)c1ccc(N)cc1. The target protein (P37231) has sequence MGETLGDSPIDPESDSFTDTLSANISQEMTMVDTEMPFWPTNFGISSVDLSVMEDHSHSFDIKPFTTVDFSSISTPHYEDIPFTRTDPVVADYKYDLKLQEYQSAIKVEPASPPYYSEKTQLYNKPHEEPSNSLMAIECRVCGDKASGFHYGVHACEGCKGFFRRTIRLKLIYDRCDLNCRIHKKSRNKCQYCRFQKCLAVGMSHNAIRFGRMPQAEKEKLLAEISSDIDQLNPESADLRALAKHLYDSYIKSFPLTKAKARAILTGKTTDKSPFVIYDMNSLMMGEDKIKFKHITPLQEQSKEVAIRIFQGCQFRSVEAVQEITEYAKSIPGFVNLDLNDQVTLLKYGVHEIIYTMLASLMNKDGVLISEGQGFMTREFLKSLRKPFGDFMEPKFEFAVKFNALELDDSDLAIFIAVIILSGDRPGLLNVKPIEDIQDNLLQALELQLKLNHPESSQLFAKLLQKMTDLRQIVTEHVQLLQVIKKTETDMSLHPLLQEI.... The pAffinity is 6.6.